This data is from Full USPTO retrosynthesis dataset with 1.9M reactions from patents (1976-2016). The task is: Predict the reactants needed to synthesize the given product. (1) The reactants are: [CH2:1]([C:3](=[CH:9][C:10]1[CH:15]=[CH:14][C:13]([O:16][CH3:17])=[CH:12][CH:11]=1)[C:4]([O:6][CH2:7][CH3:8])=[O:5])[CH3:2]. Given the product [CH2:1]([CH:3]([CH2:9][C:10]1[CH:11]=[CH:12][C:13]([O:16][CH3:17])=[CH:14][CH:15]=1)[C:4]([O:6][CH2:7][CH3:8])=[O:5])[CH3:2], predict the reactants needed to synthesize it. (2) The reactants are: [F:1][C:2]1[CH:7]=[CH:6][C:5]([C:8]2[C:17]([N:18]3[CH2:22][CH2:21][CH2:20][C@H:19]3[CH3:23])=[N:16][C:15]3[C:10](=[CH:11][CH:12]=[C:13]([C:24]([O:26]C)=[O:25])[CH:14]=3)[N:9]=2)=[CH:4][CH:3]=1.[OH-].[Na+].Cl. Given the product [F:1][C:2]1[CH:7]=[CH:6][C:5]([C:8]2[C:17]([N:18]3[CH2:22][CH2:21][CH2:20][C@H:19]3[CH3:23])=[N:16][C:15]3[C:10](=[CH:11][CH:12]=[C:13]([C:24]([OH:26])=[O:25])[CH:14]=3)[N:9]=2)=[CH:4][CH:3]=1, predict the reactants needed to synthesize it. (3) Given the product [Cl:10][C:2]1[CH:3]=[C:4]([NH:5][C:13](=[O:15])[CH:12]=[N:26][OH:27])[CH:6]=[C:7]([Cl:25])[CH:8]=1, predict the reactants needed to synthesize it. The reactants are: F[C:2]1[CH:3]=[C:4]([CH:6]=[C:7](F)[CH:8]=1)[NH2:5].[ClH:10].Cl[C:12](Cl)(Cl)[CH:13]([OH:15])O.S([O-])([O-])(=O)=O.[Na+].[Na+].[ClH:25].[NH2:26][OH:27]. (4) Given the product [C:8]([O:11][C@@H:12]([C@:23]12[CH2:58][C:57](=[O:59])[C:56]([CH:60]([CH3:62])[CH3:61])=[C:24]1[C@@H:25]1[C@@:38]([CH3:41])([CH2:39][CH2:40]2)[C@@:37]2([CH3:42])[C@@H:28]([C@:29]3([CH3:55])[C@@H:34]([CH2:35][CH2:36]2)[C:33]([CH3:44])([CH3:43])[C@@H:32]([O:45][C:46](=[O:54])[CH2:47][C:48]([CH3:52])([CH3:53])[C:49]([OH:51])=[O:50])[CH2:31][CH2:30]3)[CH2:27][CH2:26]1)[CH2:13][N:14]([CH2:15][C:16]1[CH:17]=[CH:18][C:19]([Cl:22])=[CH:20][CH:21]=1)[CH2:5][CH2:4][N:3]([CH3:7])[CH3:2])(=[O:10])[CH3:9], predict the reactants needed to synthesize it. The reactants are: Cl.[CH3:2][N:3]([CH3:7])[CH2:4][CH:5]=O.[C:8]([O:11][C@@H:12]([C@:23]12[CH2:58][C:57](=[O:59])[C:56]([CH:60]([CH3:62])[CH3:61])=[C:24]1[C@@H:25]1[C@@:38]([CH3:41])([CH2:39][CH2:40]2)[C@@:37]2([CH3:42])[C@@H:28]([C@:29]3([CH3:55])[C@@H:34]([CH2:35][CH2:36]2)[C:33]([CH3:44])([CH3:43])[C@@H:32]([O:45][C:46](=[O:54])[CH2:47][C:48]([CH3:53])([CH3:52])[C:49]([OH:51])=[O:50])[CH2:31][CH2:30]3)[CH2:27][CH2:26]1)[CH2:13][NH:14][CH2:15][C:16]1[CH:21]=[CH:20][C:19]([Cl:22])=[CH:18][CH:17]=1)(=[O:10])[CH3:9].C([BH3-])#N.[Na+].